Predict the reaction yield, written as a fraction of the theoretical maximum amount of product (1.0 means a 100% yield; for example, 0.34 means a 34% yield). From a dataset of Reaction yield outcomes from USPTO patents with 853,638 reactions. (1) The reactants are C([O:3][C:4]([C:6]1[C:7]([S:17][CH3:18])=[N:8][C:9]2[C:14]([C:15]=1[OH:16])=[CH:13][CH:12]=[CH:11][CH:10]=2)=[O:5])C.Cl. The catalyst is [OH-].[Na+]. The product is [CH3:18][S:17][C:7]1[NH:8][C:9]2[C:14]([C:15](=[O:16])[C:6]=1[C:4]([OH:5])=[O:3])=[CH:13][CH:12]=[CH:11][CH:10]=2. The yield is 0.850. (2) The reactants are [OH:1][C@@H:2]1[CH2:6][CH2:5][N:4]([CH:7]=[O:8])[CH2:3]1.[O:9]1[CH:14]=[CH:13][CH2:12][CH2:11][CH2:10]1.C1(C)C=CC(S(O)(=O)=O)=CC=1. No catalyst specified. The product is [O:9]1[CH2:14][CH2:13][CH2:12][CH2:11][CH:10]1[O:1][CH:2]1[CH2:6][CH2:5][N:4]([CH:7]=[O:8])[CH2:3]1. The yield is 1.00. (3) The reactants are [C:1]([C:5]1[C:10]([N+:11]([O-:13])=[O:12])=[CH:9][C:8]([NH:14][C:15]#[C:16][Si](C)(C)C)=[CH:7][CH:6]=1)([CH3:4])([CH3:3])[CH3:2]. The catalyst is CN(C=O)C.[Cu]I. The product is [C:1]([C:5]1[CH:6]=[C:7]2[C:8](=[CH:9][C:10]=1[N+:11]([O-:13])=[O:12])[NH:14][CH:15]=[CH:16]2)([CH3:4])([CH3:3])[CH3:2]. The yield is 0.690. (4) The reactants are [C:1]([C:5]1[CH:6]=[C:7]2[C:11](=[CH:12][C:13]=1[N+:14]([O-])=O)[NH:10][CH:9]=[CH:8]2)([CH3:4])([CH3:3])[CH3:2]. The catalyst is [Ni].CO. The product is [C:1]([C:5]1[CH:6]=[C:7]2[C:11](=[CH:12][C:13]=1[NH2:14])[NH:10][CH:9]=[CH:8]2)([CH3:4])([CH3:2])[CH3:3]. The yield is 0.870. (5) The reactants are C1(P(C2C=CC=CC=2)C2C=CC=CC=2)C=CC=CC=1.[NH:20]1[CH2:25][CH2:24][CH2:23][CH2:22][CH:21]1[CH:26](O)[CH3:27].CCOC(/N=N/C(OCC)=O)=O.O1CCCCC1[N:47]1[C:55]2[C:50](=[CH:51][C:52]([C:56]3[N:60]=[CH:59][N:58](C(C4C=CC=CC=4)(C4C=CC=CC=4)C4C=CC=CC=4)[N:57]=3)=[CH:53][CH:54]=2)[C:49]([C:80]2[CH:81]=[C:82]([OH:86])[CH:83]=[CH:84][CH:85]=2)=[N:48]1.Cl. The catalyst is O1CCCC1. The product is [NH:57]1[C:56]([C:52]2[CH:51]=[C:50]3[C:55](=[CH:54][CH:53]=2)[NH:47][N:48]=[C:49]3[C:80]2[CH:85]=[CH:84][CH:83]=[C:82]([O:86][CH2:27][CH2:26][CH:21]3[CH2:22][CH2:23][CH2:24][CH2:25][NH:20]3)[CH:81]=2)=[N:60][CH:59]=[N:58]1. The yield is 0.480. (6) The reactants are NC(C(O)=O)CCSC.C[O:11][C:12]1[CH:17]=[CH:16][C:15]([C:18]2[CH:19]=[N:20][O:21][CH:22]=2)=[CH:14][CH:13]=1.CS(O)(=O)=O. No catalyst specified. The product is [O:21]1[CH:22]=[C:18]([C:15]2[CH:14]=[CH:13][C:12]([OH:11])=[CH:17][CH:16]=2)[CH:19]=[N:20]1. The yield is 0.680. (7) The reactants are [C:1]([O:4][C@@H:5]1[C@H:9]([CH2:10][CH2:11][CH2:12][CH2:13][CH2:14][CH2:15][C:16]([O:18][CH3:19])=[O:17])[C@@H:8]([CH2:20][CH2:21][C:22](=[O:30])[C:23]([F:29])([F:28])[CH2:24][CH2:25][CH2:26][CH3:27])[C@H:7]([O:31][CH:32]2[CH2:37][CH2:36][CH2:35][CH2:34][O:33]2)[CH2:6]1)(=[O:3])[CH3:2].[BH4-].[Na+].C(O)(=O)C. The catalyst is CO. The product is [C:1]([O:4][C@@H:5]1[C@H:9]([CH2:10][CH2:11][CH2:12][CH2:13][CH2:14][CH2:15][C:16]([O:18][CH3:19])=[O:17])[C@@H:8]([CH2:20][CH2:21][CH:22]([OH:30])[C:23]([F:28])([F:29])[CH2:24][CH2:25][CH2:26][CH3:27])[C@H:7]([O:31][CH:32]2[CH2:37][CH2:36][CH2:35][CH2:34][O:33]2)[CH2:6]1)(=[O:3])[CH3:2]. The yield is 0.991. (8) The reactants are [CH3:1][O:2][C:3]([C:5]1[N:6]([C:19]([O:21][C:22]([CH3:25])([CH3:24])[CH3:23])=[O:20])[C:7]2[C:12]([CH:13]=1)=[CH:11][C:10]([CH2:14]Br)=[CH:9][C:8]=2[N+:16]([O-:18])=[O:17])=[O:4].[C:26]([O-:29])(=[O:28])[CH3:27].[Na+]. The catalyst is CN(C)C=O. The product is [CH3:1][O:2][C:3]([C:5]1[N:6]([C:19]([O:21][C:22]([CH3:25])([CH3:24])[CH3:23])=[O:20])[C:7]2[C:12]([CH:13]=1)=[CH:11][C:10]([CH2:14][O:29][C:26](=[O:28])[CH3:27])=[CH:9][C:8]=2[N+:16]([O-:18])=[O:17])=[O:4]. The yield is 0.500.